Dataset: Reaction yield outcomes from USPTO patents with 853,638 reactions. Task: Predict the reaction yield, written as a fraction of the theoretical maximum amount of product (1.0 means a 100% yield; for example, 0.34 means a 34% yield). (1) The reactants are Br[C:2]1[N:7]=[C:6]([NH:8][C:9](=[O:14])[C:10]([CH3:13])([CH3:12])[CH3:11])[CH:5]=[CH:4][CH:3]=1.C([Mg]Cl)(C)C.CN(C)[CH:22]=[O:23]. The catalyst is C1(C)C=CC=CC=1.O1CCCC1. The product is [CH:22]([C:2]1[N:7]=[C:6]([NH:8][C:9](=[O:14])[C:10]([CH3:13])([CH3:12])[CH3:11])[CH:5]=[CH:4][CH:3]=1)=[O:23]. The yield is 0.688. (2) The reactants are [CH3:1][NH:2][C:3]([C:5]1[CH:6]=[C:7]([CH:18]=[CH:19][CH:20]=1)[O:8][C:9]1[CH:14]=[CH:13][C:12]([N+:15]([O-])=O)=[CH:11][CH:10]=1)=[O:4]. The catalyst is CCOC(C)=O.[Pd]. The product is [CH3:1][NH:2][C:3]([C:5]1[CH:6]=[C:7]([CH:18]=[CH:19][CH:20]=1)[O:8][C:9]1[CH:14]=[CH:13][C:12]([NH2:15])=[CH:11][CH:10]=1)=[O:4]. The yield is 0.560.